From a dataset of Forward reaction prediction with 1.9M reactions from USPTO patents (1976-2016). Predict the product of the given reaction. Given the reactants [F:1][C:2]1[CH:7]=[CH:6][C:5]([N:8]2[C:16]3[C:11](=[CH:12][C:13]([CH:17]([C:28]4[CH:33]=[CH:32][CH:31]=[CH:30][CH:29]=4)[CH:18]([C:22]4[CH:27]=[CH:26][CH:25]=[CH:24][CH:23]=4)[C:19]([NH2:21])=O)=[CH:14][CH:15]=3)[CH:10]=[N:9]2)=[CH:4][CH:3]=1.[H-].[Al+3].[Li+].[H-].[H-].[H-].C(OCC)C, predict the reaction product. The product is: [F:1][C:2]1[CH:3]=[CH:4][C:5]([N:8]2[C:16]3[C:11](=[CH:12][C:13]([CH:17]([C:28]4[CH:29]=[CH:30][CH:31]=[CH:32][CH:33]=4)[CH:18]([C:22]4[CH:27]=[CH:26][CH:25]=[CH:24][CH:23]=4)[CH2:19][NH2:21])=[CH:14][CH:15]=3)[CH:10]=[N:9]2)=[CH:6][CH:7]=1.